Dataset: Catalyst prediction with 721,799 reactions and 888 catalyst types from USPTO. Task: Predict which catalyst facilitates the given reaction. Product: [CH3:36][S:37]([O:1][C:2]1[CH:3]=[CH:4][C:5]([O:6][CH2:7][CH2:8][C:9]2[CH:26]=[CH:25][C:12]([O:13][CH2:14][C:15]3[CH:24]=[CH:23][CH:22]=[CH:21][C:16]=3[C:17]([O:19][CH3:20])=[O:18])=[CH:11][CH:10]=2)=[CH:27][CH:28]=1)(=[O:39])=[O:38]. Reactant: [OH:1][C:2]1[CH:28]=[CH:27][C:5]([O:6][CH2:7][CH2:8][C:9]2[CH:26]=[CH:25][C:12]([O:13][CH2:14][C:15]3[CH:24]=[CH:23][CH:22]=[CH:21][C:16]=3[C:17]([O:19][CH3:20])=[O:18])=[CH:11][CH:10]=2)=[CH:4][CH:3]=1.C(N(CC)CC)C.[CH3:36][S:37](Cl)(=[O:39])=[O:38]. The catalyst class is: 4.